From a dataset of Forward reaction prediction with 1.9M reactions from USPTO patents (1976-2016). Predict the product of the given reaction. (1) Given the reactants [CH2:1]([O:3][C:4](=[O:12])[C:5]1[CH:10]=[CH:9][C:8](Br)=[CH:7][CH:6]=1)[CH3:2].[C:13](=[O:16])([O-])[O-].[Na+].[Na+], predict the reaction product. The product is: [CH2:1]([O:3][C:4]([C:5]1[CH:10]=[CH:9][C:8]([C:5]2[CH:10]=[CH:9][CH:8]=[CH:7][C:6]=2[O:16][CH3:13])=[CH:7][CH:6]=1)=[O:12])[CH3:2]. (2) Given the reactants [Br:1][C:2]1[CH:3]=[C:4]([CH:7]=[C:8]([Br:10])[CH:9]=1)[CH:5]=[O:6].[CH2:11](O)[CH2:12][OH:13], predict the reaction product. The product is: [Br:1][C:2]1[CH:3]=[C:4]([CH:5]2[O:13][CH2:12][CH2:11][O:6]2)[CH:7]=[C:8]([Br:10])[CH:9]=1. (3) Given the reactants [F:1][C:2]1([F:31])[CH2:30][CH:5]2[CH:6]([C:20]3[CH:25]=[CH:24][C:23]([O:26][CH2:27][O:28][CH3:29])=[CH:22][CH:21]=3)[O:7][C:8]3[C:13]([CH:4]2[CH2:3]1)=[CH:12][C:11]([O:14][CH2:15][O:16][CH3:17])=[CH:10][C:9]=3[C:18]#N.C[Li].C([Li])CCC.CN(C=[O:43])C.[BH4-].[Na+], predict the reaction product. The product is: [F:1][C:2]1([F:31])[CH2:30][CH:5]2[CH:6]([C:20]3[CH:25]=[CH:24][C:23]([O:26][CH2:27][O:28][CH3:29])=[CH:22][CH:21]=3)[O:7][C:8]3[C:9]([CH2:18][OH:43])=[CH:10][C:11]([O:14][CH2:15][O:16][CH3:17])=[CH:12][C:13]=3[CH:4]2[CH2:3]1.